This data is from Reaction yield outcomes from USPTO patents with 853,638 reactions. The task is: Predict the reaction yield, written as a fraction of the theoretical maximum amount of product (1.0 means a 100% yield; for example, 0.34 means a 34% yield). (1) The reactants are Cl.[CH2:2]([O:9][C:10]([NH:12][CH2:13][C:14]1([C:19]([OH:21])=[O:20])[CH2:18][CH2:17][NH:16][CH2:15]1)=[O:11])[C:3]1[CH:8]=[CH:7][CH:6]=[CH:5][CH:4]=1.[C:22](O[C:22]([O:24][C:25]([CH3:28])([CH3:27])[CH3:26])=[O:23])([O:24][C:25]([CH3:28])([CH3:27])[CH3:26])=[O:23].[OH-].[Na+]. The catalyst is CC(O)(C)C. The product is [C:25]([O:24][C:22]([N:16]1[CH2:17][CH2:18][C:14]([CH2:13][NH:12][C:10]([O:9][CH2:2][C:3]2[CH:4]=[CH:5][CH:6]=[CH:7][CH:8]=2)=[O:11])([C:19]([OH:21])=[O:20])[CH2:15]1)=[O:23])([CH3:28])([CH3:27])[CH3:26]. The yield is 0.894. (2) The catalyst is C(OCC)(=O)C. The reactants are [C:1](OC(=O)C)(=[O:3])[CH3:2].N1C=CC=CC=1.[NH2:14][C:15]1[CH:16]=[C:17]([C:21]2[CH:26]=[CH:25][N:24]=[C:23]([NH:27][CH2:28][CH2:29][C:30]3[CH:35]=[CH:34][C:33]([O:36][CH3:37])=[C:32]([O:38][CH3:39])[CH:31]=3)[N:22]=2)[CH:18]=[CH:19][CH:20]=1. The product is [CH3:39][O:38][C:32]1[CH:31]=[C:30]([CH2:29][CH2:28][NH:27][C:23]2[N:22]=[C:21]([C:17]3[CH:16]=[C:15]([NH:14][C:1](=[O:3])[CH3:2])[CH:20]=[CH:19][CH:18]=3)[CH:26]=[CH:25][N:24]=2)[CH:35]=[CH:34][C:33]=1[O:36][CH3:37]. The yield is 0.650. (3) The reactants are [O:1]1[CH:5]=[CH:4][CH:3]=[C:2]1[C:6]1[N:7]=[C:8]([NH:17][C:18]([C:20]2[CH:25]=[CH:24][NH:23][C:22](=[O:26])[CH:21]=2)=[O:19])[S:9][C:10]=1[C:11]1[CH:16]=[CH:15][N:14]=[CH:13][CH:12]=1.[H-].[Na+].[CH2:29](Br)[C:30]1[CH:35]=[CH:34][CH:33]=[CH:32][CH:31]=1.Cl. The catalyst is CN(C=O)C.O. The product is [CH2:29]([N:23]1[CH:24]=[CH:25][C:20]([C:18]([NH:17][C:8]2[S:9][C:10]([C:11]3[CH:12]=[CH:13][N:14]=[CH:15][CH:16]=3)=[C:6]([C:2]3[O:1][CH:5]=[CH:4][CH:3]=3)[N:7]=2)=[O:19])=[CH:21][C:22]1=[O:26])[C:30]1[CH:35]=[CH:34][CH:33]=[CH:32][CH:31]=1. The yield is 0.140.